Dataset: Forward reaction prediction with 1.9M reactions from USPTO patents (1976-2016). Task: Predict the product of the given reaction. (1) Given the reactants [F:1][C:2]([F:14])([F:13])I1C2C=CC=CC=2C(=O)O1.[CH3:15][O:16][C:17](=[O:24])[C@:18]([CH2:22][OH:23])([CH3:21])[CH:19]=[CH2:20], predict the reaction product. The product is: [CH3:15][O:16][C:17](=[O:24])[C@@:18]([CH3:21])([CH2:22][O:23][C:2]([F:14])([F:13])[F:1])[CH:19]=[CH2:20]. (2) Given the reactants [C:1]([OH:4])(=[O:3])[CH3:2].C(C1C=CC(C2C=CC(O)=C(C3NC4C=CC(C(N)=N)=CC=4N=3)C=2)=CC=1)(=N)N.O[NH:34][C:35]([C:37]1[CH:62]=[CH:61][C:40]2[NH:41][C:42]([C:44]3[C:45]([OH:60])=[C:46]([C:50]4[CH:55]=[CH:54][C:53]([C:56](=[NH:59])[NH:57]O)=[CH:52][CH:51]=4)[CH:47]=[CH:48][CH:49]=3)=[N:43][C:39]=2[CH:38]=1)=[NH:36].CC(C)C.C(C1C=C(C2C=CC=C(C#N)C=2)C=CC=1O)=O.C(C1C=CC(C2C=C(OC)C(O)=C(C3NC4C=CC(C#N)=CC=4N=3)C=2)=CC=1)#N, predict the reaction product. The product is: [C:1]([OH:4])(=[O:3])[CH3:2].[C:56]([C:53]1[CH:52]=[CH:51][C:50]([C:46]2[CH:47]=[CH:48][CH:49]=[C:44]([C:42]3[NH:41][C:40]4[CH:61]=[CH:62][C:37]([C:35]([NH2:36])=[NH:34])=[CH:38][C:39]=4[N:43]=3)[C:45]=2[OH:60])=[CH:55][CH:54]=1)(=[NH:57])[NH2:59]. (3) The product is: [F:1][C:2]1[CH:3]=[CH:4][C:5]([OH:12])=[C:6]([CH2:7][OH:8])[CH:11]=1. Given the reactants [F:1][C:2]1[CH:3]=[CH:4][C:5]([OH:12])=[C:6]([CH:11]=1)[C:7](OC)=[O:8].O=O.[H-].[Al+3].[Li+].[H-].[H-].[H-].[Cl-].[NH4+], predict the reaction product. (4) Given the reactants [C:1]1([CH3:17])[CH:6]=[CH:5][C:4]([S:7]([CH:10]2[S:14][C:13](=[O:15])[NH:12][C:11]2=[O:16])(=[O:9])=[O:8])=[CH:3][CH:2]=1.[CH2:18]([O:20][C:21]1[CH:28]=[C:27]([O:29][CH2:30][CH3:31])[CH:26]=[CH:25][C:22]=1[CH2:23]O)[CH3:19].C1(P(C2C=CC=CC=2)C2C=CC=CC=2)C=CC=CC=1.[N+](C(OCC)=O)(C(OCC)=O)=[N-], predict the reaction product. The product is: [CH2:18]([O:20][C:21]1[CH:28]=[C:27]([O:29][CH2:30][CH3:31])[CH:26]=[CH:25][C:22]=1[CH2:23][N:12]1[C:11](=[O:16])[CH:10]([S:7]([C:4]2[CH:3]=[CH:2][C:1]([CH3:17])=[CH:6][CH:5]=2)(=[O:9])=[O:8])[S:14][C:13]1=[O:15])[CH3:19]. (5) Given the reactants [NH2:1][C:2]1[C:6]([CH3:7])=[CH:5][S:4][C:3]=1[C:8]([O:10]C)=O.[CH:12]([NH2:14])=O, predict the reaction product. The product is: [CH3:7][C:6]1[C:2]2[N:1]=[CH:12][NH:14][C:8](=[O:10])[C:3]=2[S:4][CH:5]=1.